From a dataset of Forward reaction prediction with 1.9M reactions from USPTO patents (1976-2016). Predict the product of the given reaction. (1) Given the reactants [CH3:1][S:2]([C:5]1[N:10]=[N:9][C:8]([N:11]2[CH2:15][CH2:14][C:13]3([CH2:20][CH2:19][NH:18][CH2:17][CH2:16]3)[C:12]2=[O:21])=[CH:7][CH:6]=1)(=[O:4])=[O:3].[CH3:22][C:23]1[C:31]([C@@H:32]2[CH2:34][O:33]2)=[CH:30][CH:29]=[C:28]2[C:24]=1[CH2:25][O:26][C:27]2=[O:35], predict the reaction product. The product is: [OH:33][C@H:32]([C:31]1[C:23]([CH3:22])=[C:24]2[C:28](=[CH:29][CH:30]=1)[C:27](=[O:35])[O:26][CH2:25]2)[CH2:34][N:18]1[CH2:19][CH2:20][C:13]2([C:12](=[O:21])[N:11]([C:8]3[N:9]=[N:10][C:5]([S:2]([CH3:1])(=[O:4])=[O:3])=[CH:6][CH:7]=3)[CH2:15][CH2:14]2)[CH2:16][CH2:17]1. (2) The product is: [C:1]([O:7][C@@H:8]1[CH2:24][C:23]2[C@@:11]([CH3:27])([C@@H:12]3[C@@H:20]([CH2:21][CH:22]=2)[C@H:19]2[C@@:15]([CH3:26])([C:16](=[N:29][OH:30])[CH2:17][CH2:18]2)[CH2:14][CH2:13]3)[CH2:10][CH2:9]1)(=[O:6])[C:2]([CH3:5])([CH3:4])[CH3:3]. Given the reactants [C:1]([O:7][C@@H:8]1[CH2:24][C:23]2[C@@:11]([CH3:27])([C@@H:12]3[C@@H:20]([CH2:21][CH:22]=2)[C@H:19]2[C@@:15]([CH3:26])([C:16](=O)[CH2:17][CH2:18]2)[CH2:14][CH2:13]3)[CH2:10][CH2:9]1)(=[O:6])[C:2]([CH3:5])([CH3:4])[CH3:3].Cl.[NH2:29][OH:30].CC([O-])=O.[Na+], predict the reaction product. (3) Given the reactants [Br:1][C:2]1[C:7]([CH3:8])=[CH:6][C:5]([OH:9])=[CH:4][C:3]=1[CH3:10].[S:11]1[CH2:16][CH2:15][CH:14](O)[CH2:13][CH2:12]1.C1(P(C2C=CC=CC=2)C2C=CC=CC=2)C=CC=CC=1.N(C(OCC)=O)=NC(OCC)=O, predict the reaction product. The product is: [Br:1][C:2]1[C:7]([CH3:8])=[CH:6][C:5]([O:9][CH:14]2[CH2:15][CH2:16][S:11][CH2:12][CH2:13]2)=[CH:4][C:3]=1[CH3:10]. (4) Given the reactants [Br:1][C:2]1[CH:27]=[CH:26][C:5]([O:6][C:7]2[CH:12]=[CH:11][CH:10]=[CH:9][C:8]=2[NH:13][S:14]([C:17]2[CH:25]=[CH:24][C:20]([C:21](O)=[O:22])=[CH:19][CH:18]=2)(=[O:16])=[O:15])=[CH:4][CH:3]=1.[CH3:28][C:29]1[CH:34]=[CH:33][N:32]=[C:31]([N:35]2[CH2:40][CH2:39][N:38]([CH2:41][CH2:42][NH2:43])[CH2:37][CH2:36]2)[CH:30]=1, predict the reaction product. The product is: [Br:1][C:2]1[CH:3]=[CH:4][C:5]([O:6][C:7]2[CH:12]=[CH:11][CH:10]=[CH:9][C:8]=2[NH:13][S:14]([C:17]2[CH:25]=[CH:24][C:20]([C:21]([NH:43][CH2:42][CH2:41][N:38]3[CH2:37][CH2:36][N:35]([C:31]4[CH:30]=[C:29]([CH3:28])[CH:34]=[CH:33][N:32]=4)[CH2:40][CH2:39]3)=[O:22])=[CH:19][CH:18]=2)(=[O:16])=[O:15])=[CH:26][CH:27]=1. (5) Given the reactants [CH3:1][N:2]1[C:10]([CH3:11])=[C:9]2[C:4]([CH:5]=[C:6]([NH:12][C:13]3[N:18]=[C:17]([NH:19][CH:20]4[CH2:30][CH2:29][C:23]5([CH2:28][CH2:27][NH:26][CH2:25][CH2:24]5)[CH2:22][CH2:21]4)[C:16]([CH3:31])=[CH:15][N:14]=3)[CH:7]=[CH:8]2)=[N:3]1.C1C=NC2N(O)N=NC=2C=1.CCN=C=NCCCN(C)C.C(N(CC)CC)C.[C:60]([CH2:62][C:63](O)=[O:64])#[N:61], predict the reaction product. The product is: [CH3:1][N:2]1[C:10]([CH3:11])=[C:9]2[C:4]([CH:5]=[C:6]([NH:12][C:13]3[N:18]=[C:17]([NH:19][CH:20]4[CH2:30][CH2:29][C:23]5([CH2:28][CH2:27][N:26]([C:63](=[O:64])[CH2:62][C:60]#[N:61])[CH2:25][CH2:24]5)[CH2:22][CH2:21]4)[C:16]([CH3:31])=[CH:15][N:14]=3)[CH:7]=[CH:8]2)=[N:3]1.